From a dataset of Full USPTO retrosynthesis dataset with 1.9M reactions from patents (1976-2016). Predict the reactants needed to synthesize the given product. (1) Given the product [ClH:47].[Cl:47][C:38]1[C:39]([C:43]([F:45])([F:44])[F:46])=[CH:40][CH:41]=[CH:42][C:37]=1[CH2:36][N:21]([CH2:22][CH:23]([C:24]1[CH:25]=[CH:26][CH:27]=[CH:28][CH:29]=1)[C:30]1[CH:35]=[CH:34][CH:33]=[CH:32][CH:31]=1)[CH2:20][CH2:19][CH2:18][O:17][C:13]1[CH:12]=[C:11]([N:8]2[CH2:7][CH2:6][N:5]([CH2:4][C:3]([OH:48])=[O:2])[CH2:10][CH2:9]2)[CH:16]=[CH:15][CH:14]=1, predict the reactants needed to synthesize it. The reactants are: C[O:2][C:3](=[O:48])[CH2:4][N:5]1[CH2:10][CH2:9][N:8]([C:11]2[CH:16]=[CH:15][CH:14]=[C:13]([O:17][CH2:18][CH2:19][CH2:20][N:21]([CH2:36][C:37]3[CH:42]=[CH:41][CH:40]=[C:39]([C:43]([F:46])([F:45])[F:44])[C:38]=3[Cl:47])[CH2:22][CH:23]([C:30]3[CH:35]=[CH:34][CH:33]=[CH:32][CH:31]=3)[C:24]3[CH:29]=[CH:28][CH:27]=[CH:26][CH:25]=3)[CH:12]=2)[CH2:7][CH2:6]1.O.[OH-].[Li+].Cl. (2) Given the product [C:3]([S:4]([C:7]1[CH:8]=[C:9]2[C:14](=[CH:15][C:16]=1[CH3:17])[C:13]([CH3:19])([CH3:18])[CH2:12][CH2:11][C:10]2([CH3:21])[CH3:20])(=[O:6])=[O:5])#[CH:2], predict the reactants needed to synthesize it. The reactants are: Cl[C:2](Cl)=[CH:3][S:4]([C:7]1[CH:8]=[C:9]2[C:14](=[CH:15][C:16]=1[CH3:17])[C:13]([CH3:19])([CH3:18])[CH2:12][CH2:11][C:10]2([CH3:21])[CH3:20])(=[O:6])=[O:5].C([Li])CCC.CCCCCC. (3) Given the product [C:38]([C:35]1[CH:36]=[CH:37][C:32]([NH:31][CH:15]([C:3]2[CH:4]=[C:5]([O:13][CH3:14])[C:6]3[O:7][CH2:8][CH2:9][CH2:10][O:11][C:12]=3[C:2]=2[F:1])[C:16]2[NH:20][C:19](=[O:21])[N:18]([C:22]3[N:30]=[CH:29][CH:28]=[CH:27][C:23]=3[C:24]([OH:26])=[O:25])[N:17]=2)=[CH:33][CH:34]=1)(=[NH:39])[NH2:41], predict the reactants needed to synthesize it. The reactants are: [F:1][C:2]1[C:12]2[O:11][CH2:10][CH2:9][CH2:8][O:7][C:6]=2[C:5]([O:13][CH3:14])=[CH:4][C:3]=1[CH:15]([NH:31][C:32]1[CH:37]=[CH:36][C:35]([C:38](=[NH:41])[NH:39]O)=[CH:34][CH:33]=1)[C:16]1[NH:20][C:19](=[O:21])[N:18]([C:22]2[N:30]=[CH:29][CH:28]=[CH:27][C:23]=2[C:24]([OH:26])=[O:25])[N:17]=1.O.C(O)(=O)C. (4) Given the product [Br:17][CH2:18][CH:19]1[O:5][CH2:4][CH:3]([N:6]2[C:14](=[O:15])[C:13]3[C:8](=[CH:9][CH:10]=[CH:11][CH:12]=3)[C:7]2=[O:16])[CH2:2][O:1]1, predict the reactants needed to synthesize it. The reactants are: [OH:1][CH2:2][CH:3]([N:6]1[C:14](=[O:15])[C:13]2[C:8](=[CH:9][CH:10]=[CH:11][CH:12]=2)[C:7]1=[O:16])[CH2:4][OH:5].[Br:17][CH2:18][CH:19](OCC)OCC. (5) Given the product [CH3:21][C@@H:7]([CH2:11][CH2:14][CH2:15][CH3:16])[C:8]([OH:10])=[O:9], predict the reactants needed to synthesize it. The reactants are: FC(F)(F)S(O[C@@H:7]([CH3:11])[C:8]([OH:10])=[O:9])(=O)=O.[CH2:14]([Mg]Cl)[CH2:15][CH2:16]C.O1CCC[CH2:21]1. (6) Given the product [Br:1][C:2]1[CH:7]=[CH:6][CH:5]=[CH:4][C:3]=1[CH2:8][N:9]([C@H:19]1[CH2:23][CH2:22][N:21]([S:27]([CH:25]([CH3:26])[CH3:24])(=[O:29])=[O:28])[CH2:20]1)[C:10]1[CH:17]=[CH:16][C:13]([C:14]#[N:15])=[C:12]([Cl:18])[CH:11]=1, predict the reactants needed to synthesize it. The reactants are: [Br:1][C:2]1[CH:7]=[CH:6][CH:5]=[CH:4][C:3]=1[CH2:8][N:9]([C@H:19]1[CH2:23][CH2:22][NH:21][CH2:20]1)[C:10]1[CH:17]=[CH:16][C:13]([C:14]#[N:15])=[C:12]([Cl:18])[CH:11]=1.[CH3:24][CH:25]([S:27](Cl)(=[O:29])=[O:28])[CH3:26].